Dataset: Serine/threonine kinase 33 screen with 319,792 compounds. Task: Binary Classification. Given a drug SMILES string, predict its activity (active/inactive) in a high-throughput screening assay against a specified biological target. (1) The molecule is S(=O)(=O)(N1CCCCCC1)c1cc2c(n(cc(C(=O)NCC3N(CCC3)CC)c2=O)CC)cc1. The result is 0 (inactive). (2) The result is 0 (inactive). The compound is O1c2c(OC1)cc([N+]([O-])=O)c(c2)/C=N\NC(=O)COc1c(cccc1C)C. (3) The compound is Brc1cc2CC(N(c2c(S(=O)(=O)NCc2cccnc2)c1)C(=O)C)C. The result is 0 (inactive). (4) The drug is S(c1n(c(nn1)C(F)(F)F)C)CC(=O)NC(=O)NCC=C. The result is 0 (inactive). (5) The compound is Clc1cc(CC2S\C(N(C2=O)CC=C)=N\N=C/c2occc2)ccc1. The result is 0 (inactive). (6) The molecule is Brc1oc(C(=O)Nc2sc(c(c2)C)C(OCC)=O)cc1. The result is 0 (inactive).